This data is from Peptide-MHC class I binding affinity with 185,985 pairs from IEDB/IMGT. The task is: Regression. Given a peptide amino acid sequence and an MHC pseudo amino acid sequence, predict their binding affinity value. This is MHC class I binding data. (1) The peptide sequence is PFPSQQPYL. The MHC is HLA-A24:02 with pseudo-sequence HLA-A24:02. The binding affinity (normalized) is 0.341. (2) The peptide sequence is SINKVYGRY. The MHC is HLA-A68:01 with pseudo-sequence HLA-A68:01. The binding affinity (normalized) is 0.298. (3) The MHC is HLA-A02:01 with pseudo-sequence HLA-A02:01. The peptide sequence is AEFGPWQTV. The binding affinity (normalized) is 0.316.